Dataset: Serine/threonine kinase 33 screen with 319,792 compounds. Task: Binary Classification. Given a drug SMILES string, predict its activity (active/inactive) in a high-throughput screening assay against a specified biological target. (1) The molecule is o1c(c(c2cc3c(oc(c3)C(OCC)=O)cc2)c(=O)c2c1cc(O)cc2O)C(OCC)=O. The result is 0 (inactive). (2) The molecule is N(C(C)C)c1nc(nc(c1C#N)c1ccccc1)c1ncccc1. The result is 0 (inactive). (3) The compound is S(CC(=O)N1CCCCCC1)c1n(c(nn1)Cn1c2c(sc1=O)cccc2)C. The result is 0 (inactive). (4) The drug is Clc1c(COc2c(OC)cc(C(=O)NCC3OCCC3)cc2)ccc(Cl)c1. The result is 0 (inactive). (5) The compound is Fc1ccc(C(=O)Nc2nc3c(COc4c3cccc4)cn2)cc1. The result is 0 (inactive). (6) The molecule is s1c(CNC(=O)C23CC4CC(C2)CC(C3)C4)ccc1. The result is 0 (inactive). (7) The drug is S(=O)(=O)(Nc1c(OC)cccc1)c1c(ccc(NC(=O)c2cc3c(oc2=O)cccc3)c1)C. The result is 0 (inactive).